Task: Predict the reactants needed to synthesize the given product.. Dataset: Full USPTO retrosynthesis dataset with 1.9M reactions from patents (1976-2016) (1) Given the product [CH2:1]([S:3]([NH:6][C@@H:7]([CH:26]([CH3:27])[CH3:28])[C:8]([NH:10][C@@H:11]1[CH2:16][CH2:15][CH2:14][CH2:13][C@H:12]1[C:17]1[CH:22]=[CH:21][C:20]([O:23][CH2:31][C:30]#[CH:29])=[C:19]([O:24][CH3:25])[CH:18]=1)=[O:9])(=[O:4])=[O:5])[CH3:2], predict the reactants needed to synthesize it. The reactants are: [CH2:1]([S:3]([NH:6][C@@H:7]([CH:26]([CH3:28])[CH3:27])[C:8]([NH:10][C@@H:11]1[CH2:16][CH2:15][CH2:14][CH2:13][C@H:12]1[C:17]1[CH:22]=[CH:21][C:20]([OH:23])=[C:19]([O:24][CH3:25])[CH:18]=1)=[O:9])(=[O:5])=[O:4])[CH3:2].[CH2:29](Br)[C:30]#[CH:31].C[O-].[Na+]. (2) Given the product [ClH:1].[Cl:1][C:2]1[C:3]([F:19])=[C:4]([C:8]2([NH2:12])[CH2:9][O:10][CH2:11]2)[CH:5]=[CH:6][CH:7]=1, predict the reactants needed to synthesize it. The reactants are: [Cl:1][C:2]1[C:3]([F:19])=[C:4]([C:8]2([NH:12]S(C(C)(C)C)=O)[CH2:11][O:10][CH2:9]2)[CH:5]=[CH:6][CH:7]=1.Cl. (3) Given the product [Cl:13][C:10]1[C:9]2[C:4](=[CH:5][C:6]([F:15])=[CH:7][C:8]=2[F:14])[N:3]=[C:2]([C:22]2[CH:23]=[N:24][C:19]([O:18][CH2:16][CH3:17])=[CH:20][CH:21]=2)[C:11]=1[CH3:12], predict the reactants needed to synthesize it. The reactants are: Cl[C:2]1[C:11]([CH3:12])=[C:10]([Cl:13])[C:9]2[C:4](=[CH:5][C:6]([F:15])=[CH:7][C:8]=2[F:14])[N:3]=1.[CH2:16]([O:18][C:19]1[N:24]=[CH:23][C:22](B(O)O)=[CH:21][CH:20]=1)[CH3:17].C(=O)([O-])[O-].[K+].[K+]. (4) Given the product [Cl:11][C:4]1[C:3]([CH2:2][NH:13][CH2:14][CH:15]([CH:17]2[CH2:21][CH2:20][CH2:19][O:18]2)[OH:16])=[C:8]([CH3:9])[CH:7]=[C:6]([Cl:10])[N:5]=1, predict the reactants needed to synthesize it. The reactants are: Br[CH2:2][C:3]1[C:4]([Cl:11])=[N:5][C:6]([Cl:10])=[CH:7][C:8]=1[CH3:9].Cl.[NH2:13][CH2:14][CH:15]([CH:17]1[CH2:21][CH2:20][CH2:19][O:18]1)[OH:16]. (5) Given the product [NH2:30][C:1]([CH2:5][N:6]1[C:16]2[C:11](=[CH:12][CH:13]=[CH:14][CH:15]=2)[CH2:10][C@@H:9]([NH:17][C:18]([C:20]2[NH:21][C:22]3[C:27]([CH:28]=2)=[CH:26][C:25]([Cl:29])=[CH:24][CH:23]=3)=[O:19])[C:7]1=[O:8])=[O:3], predict the reactants needed to synthesize it. The reactants are: [C:1]([CH2:5][N:6]1[C:16]2[C:11](=[CH:12][CH:13]=[CH:14][CH:15]=2)[CH2:10][C@@H:9]([NH:17][C:18]([C:20]2[NH:21][C:22]3[C:27]([CH:28]=2)=[CH:26][C:25]([Cl:29])=[CH:24][CH:23]=3)=[O:19])[C:7]1=[O:8])([O:3]C)=O.[NH3:30]. (6) Given the product [NH4+:19].[OH-:1].[Cl:17][C:18]1[CH:26]=[CH:25][C:21]([C:22]([NH2:24])=[O:23])=[CH:20][N:19]=1, predict the reactants needed to synthesize it. The reactants are: [OH:1]C1C=CC(C=O)=CC=1C.C([O-])([O-])=O.[K+].[K+].[Cl:17][C:18]1[CH:26]=[CH:25][C:21]([C:22]([NH2:24])=[O:23])=[CH:20][N:19]=1.O.